This data is from Peptide-MHC class I binding affinity with 185,985 pairs from IEDB/IMGT. The task is: Regression. Given a peptide amino acid sequence and an MHC pseudo amino acid sequence, predict their binding affinity value. This is MHC class I binding data. (1) The peptide sequence is IPQFRTLVI. The MHC is HLA-B07:02 with pseudo-sequence HLA-B07:02. The binding affinity (normalized) is 0.686. (2) The peptide sequence is YMLDLQPETT. The MHC is HLA-A02:04 with pseudo-sequence YFAMYGEKVAHTHVDTLYVMYHYYTWAVLAYTWY. The binding affinity (normalized) is 0.140. (3) The peptide sequence is FLPGQYMNI. The MHC is HLA-B08:01 with pseudo-sequence HLA-B08:01. The binding affinity (normalized) is 0.0847. (4) The peptide sequence is ESNIEIMDK. The MHC is HLA-A33:01 with pseudo-sequence HLA-A33:01. The binding affinity (normalized) is 0. (5) The peptide sequence is MPTYIRNTL. The MHC is HLA-A68:02 with pseudo-sequence HLA-A68:02. The binding affinity (normalized) is 0.703.